This data is from NCI-60 drug combinations with 297,098 pairs across 59 cell lines. The task is: Regression. Given two drug SMILES strings and cell line genomic features, predict the synergy score measuring deviation from expected non-interaction effect. (1) Drug 2: CC1C(C(CC(O1)OC2CC(CC3=C2C(=C4C(=C3O)C(=O)C5=C(C4=O)C(=CC=C5)OC)O)(C(=O)C)O)N)O.Cl. Drug 1: CCCS(=O)(=O)NC1=C(C(=C(C=C1)F)C(=O)C2=CNC3=C2C=C(C=N3)C4=CC=C(C=C4)Cl)F. Cell line: HT29. Synergy scores: CSS=42.1, Synergy_ZIP=3.04, Synergy_Bliss=4.28, Synergy_Loewe=3.42, Synergy_HSA=6.86. (2) Drug 1: C1=CC(=CC=C1CC(C(=O)O)N)N(CCCl)CCCl.Cl. Drug 2: COCCOC1=C(C=C2C(=C1)C(=NC=N2)NC3=CC=CC(=C3)C#C)OCCOC.Cl. Cell line: HCT-15. Synergy scores: CSS=23.3, Synergy_ZIP=-0.964, Synergy_Bliss=4.66, Synergy_Loewe=-0.176, Synergy_HSA=0.949. (3) Drug 1: CC1C(C(CC(O1)OC2CC(CC3=C2C(=C4C(=C3O)C(=O)C5=C(C4=O)C(=CC=C5)OC)O)(C(=O)C)O)N)O.Cl. Drug 2: COC1=NC(=NC2=C1N=CN2C3C(C(C(O3)CO)O)O)N. Cell line: SF-268. Synergy scores: CSS=12.1, Synergy_ZIP=6.07, Synergy_Bliss=10.5, Synergy_Loewe=-24.8, Synergy_HSA=5.61. (4) Drug 1: C1CC(CCC1OC2=C(C(=CC=C2)Cl)F)(CC3=NC(=CC=C3)NC4=NC=CS4)C(=O)O. Drug 2: C1CC(CNC1)C2=CC=C(C=C2)N3C=C4C=CC=C(C4=N3)C(=O)N. Cell line: T-47D. Synergy scores: CSS=27.3, Synergy_ZIP=0.814, Synergy_Bliss=4.69, Synergy_Loewe=11.7, Synergy_HSA=12.4. (5) Drug 1: C1=CC(=CC=C1CCCC(=O)O)N(CCCl)CCCl. Drug 2: C1=NC2=C(N1)C(=S)N=C(N2)N. Cell line: HS 578T. Synergy scores: CSS=28.2, Synergy_ZIP=-6.00, Synergy_Bliss=-1.94, Synergy_Loewe=-14.3, Synergy_HSA=-0.335. (6) Drug 1: C1=NC2=C(N=C(N=C2N1C3C(C(C(O3)CO)O)O)F)N. Drug 2: C1=NNC2=C1C(=O)NC=N2. Cell line: NCIH23. Synergy scores: CSS=-4.11, Synergy_ZIP=-1.09, Synergy_Bliss=-3.33, Synergy_Loewe=-8.18, Synergy_HSA=-5.98.